Dataset: Full USPTO retrosynthesis dataset with 1.9M reactions from patents (1976-2016). Task: Predict the reactants needed to synthesize the given product. (1) Given the product [CH:17]1([NH:20][C:21]([C:23]2[CH:24]=[C:25]([F:33])[C:26]([CH3:32])=[C:27]([C:2]3[N:3]=[CH:4][C:5]([C:6]([NH:8][C@H:9]([CH3:10])[C:11]([CH3:14])([CH3:13])[CH3:12])=[O:7])=[CH:15][CH:16]=3)[CH:28]=2)=[O:22])[CH2:19][CH2:18]1, predict the reactants needed to synthesize it. The reactants are: Cl[C:2]1[CH:16]=[CH:15][C:5]([C:6]([NH:8][C@@H:9]([C:11]([CH3:14])([CH3:13])[CH3:12])[CH3:10])=[O:7])=[CH:4][N:3]=1.[CH:17]1([NH:20][C:21]([C:23]2[CH:24]=[C:25]([F:33])[C:26]([CH3:32])=[C:27](B(O)O)[CH:28]=2)=[O:22])[CH2:19][CH2:18]1.C(=O)([O-])O.[Na+]. (2) Given the product [N:5]([CH2:4][C@@H:3]([OH:8])[C@@H:2]([NH:1][C:45](=[O:44])[C:46]1[CH:39]=[C:49]([CH3:48])[CH:50]=[C:51]([C:36]([N:33]([CH2:32][CH2:31][CH3:30])[CH2:35][CH2:18][CH3:19])=[O:37])[CH:52]=1)[CH2:9][C:10]1[CH:11]=[C:12]([F:17])[CH:13]=[C:14]([F:16])[CH:15]=1)=[N+:6]=[N-:7], predict the reactants needed to synthesize it. The reactants are: [NH2:1][C@@H:2]([CH2:9][C:10]1[CH:15]=[C:14]([F:16])[CH:13]=[C:12]([F:17])[CH:11]=1)[C@H:3]([OH:8])[CH2:4][N:5]=[N+:6]=[N-:7].[CH2:18](N(CC)CC)[CH3:19].C(N=C=N[CH2:30][CH2:31][CH2:32][N:33]([CH3:35])C)C.[CH3:36][OH:37].Cl[CH2:39]Cl.C([O:44][CH2:45][CH3:46])(=O)C.C[CH2:48][CH2:49][CH2:50][CH2:51][CH3:52]. (3) Given the product [Cl:1][C:2]1[C:3]([Cl:11])=[N:4][CH:5]=[C:6]([CH:10]=1)[C:7]([Cl:16])=[O:8], predict the reactants needed to synthesize it. The reactants are: [Cl:1][C:2]1[C:3]([Cl:11])=[N:4][CH:5]=[C:6]([CH:10]=1)[C:7](O)=[O:8].C(Cl)(C([Cl:16])=O)=O. (4) Given the product [CH2:1]([N:3]([CH2:33][C:32]1[CH:35]=[CH:36][C:37]([O:38][CH:39]2[CH2:44][CH2:43][N:42]([CH3:45])[CH2:41][CH2:40]2)=[C:30]([F:29])[CH:31]=1)[C:4]1[CH:9]=[C:8]([O:10][CH3:11])[CH:7]=[CH:6][C:5]=1[C@@H:12]1[CH2:21][CH2:20][C:15]2[CH:16]=[C:17]([OH:22])[CH:18]=[CH:19][C:14]=2[CH2:13]1)[CH3:2], predict the reactants needed to synthesize it. The reactants are: [CH2:1]([NH:3][C:4]1[CH:9]=[C:8]([O:10][CH3:11])[CH:7]=[CH:6][C:5]=1[C@@H:12]1[CH2:21][CH2:20][C:19]2[CH:18]=[C:17]([O:22]C(=O)C(C)(C)C)[CH:16]=[CH:15][C:14]=2[CH2:13]1)[CH3:2].[F:29][C:30]1[CH:31]=[C:32]([CH:35]=[CH:36][C:37]=1[O:38][CH:39]1[CH2:44][CH2:43][N:42]([CH3:45])[CH2:41][CH2:40]1)[CH:33]=O.